This data is from Reaction yield outcomes from USPTO patents with 853,638 reactions. The task is: Predict the reaction yield, written as a fraction of the theoretical maximum amount of product (1.0 means a 100% yield; for example, 0.34 means a 34% yield). (1) The reactants are [NH2:1][C:2]1[CH:3]=[CH:4][CH:5]=[C:6]2[C:11]=1[C:10](=[O:12])[CH2:9][CH2:8][CH2:7]2.[F:13][C:14]([F:27])([F:26])[S:15](O[S:15]([C:14]([F:27])([F:26])[F:13])(=[O:17])=[O:16])(=[O:17])=[O:16]. The catalyst is C(Cl)Cl. The product is [O:12]=[C:10]1[C:11]2[C:2]([NH:1][S:15]([C:14]([F:27])([F:26])[F:13])(=[O:17])=[O:16])=[CH:3][CH:4]=[CH:5][C:6]=2[CH2:7][CH2:8][CH2:9]1. The yield is 0.750. (2) The reactants are [F:1][C:2]([F:36])([F:35])[C:3]1[CH:4]=[N:5][N:6]([C:8]2[CH:13]=[CH:12][C:11]([NH:14][CH:15]([C:19]3[CH:34]=[CH:33][C:22]([C:23]([NH:25][CH2:26][CH2:27][C:28]([O:30]CC)=[O:29])=[O:24])=[CH:21][CH:20]=3)[CH2:16][CH2:17][CH3:18])=[CH:10][CH:9]=2)[CH:7]=1.O1CCCC1.[OH-].[Li+]. The catalyst is CO. The product is [F:35][C:2]([F:1])([F:36])[C:3]1[CH:4]=[N:5][N:6]([C:8]2[CH:13]=[CH:12][C:11]([NH:14][CH:15]([C:19]3[CH:20]=[CH:21][C:22]([C:23]([NH:25][CH2:26][CH2:27][C:28]([OH:30])=[O:29])=[O:24])=[CH:33][CH:34]=3)[CH2:16][CH2:17][CH3:18])=[CH:10][CH:9]=2)[CH:7]=1. The yield is 0.780. (3) The reactants are [C:1]([C:3]1[S:7][C:6]([C:8]2[O:12][CH:11]=[N:10][CH:9]=2)=[CH:5][CH:4]=1)#[CH:2].Br[C:14]#[C:15][C:16]1[CH:25]=[CH:24][C:19]([C:20]([O:22][CH3:23])=[O:21])=[CH:18][CH:17]=1.N(C(C)C)C(C)C.CC(=O)OCC. The catalyst is C1COCC1.Cl[Pd](Cl)([P](C1C=CC=CC=1)(C1C=CC=CC=1)C1C=CC=CC=1)[P](C1C=CC=CC=1)(C1C=CC=CC=1)C1C=CC=CC=1.[Cu]I. The product is [O:12]1[C:8]([C:6]2[S:7][C:3]([C:1]#[C:2][C:14]#[C:15][C:16]3[CH:25]=[CH:24][C:19]([C:20]([O:22][CH3:23])=[O:21])=[CH:18][CH:17]=3)=[CH:4][CH:5]=2)=[CH:9][N:10]=[CH:11]1. The yield is 0.400. (4) The yield is 0.850. The product is [ClH:33].[F:15][CH2:14][C@@H:12]1[CH2:13][NH:8][CH2:9][C@@H:10]([OH:25])[C@@H:11]1[OH:16]. The catalyst is CCO. The reactants are C([N:8]1[CH2:13][C@@H:12]([CH2:14][F:15])[C@:11](OCC2C=CC=CC=2)([OH:16])[C@H:10]([O:25]CC2C=CC=CC=2)[CH2:9]1)C1C=CC=CC=1.[ClH:33]. (5) The reactants are [N+:1]([C:4]1[CH:5]=[C:6]([CH:9]=[CH:10][CH:11]=1)[CH:7]=[O:8])([O-:3])=[O:2].C(O[CH2:16][CH:17]=[CH2:18])(=O)C.O.CCN(CC)CC.CC1C(C)=C(C)C(C)=C(C)C=1C. The catalyst is O1CCOCC1. The product is [N+:1]([C:4]1[CH:5]=[C:6]([CH:7]([OH:8])[CH2:18][CH:17]=[CH2:16])[CH:9]=[CH:10][CH:11]=1)([O-:3])=[O:2]. The yield is 0.870. (6) The reactants are [C:1]([O:5][C:6]([NH:8][C@H:9]([CH2:16][OH:17])[CH2:10][CH2:11][C:12]([O:14][CH3:15])=[O:13])=[O:7])([CH3:4])([CH3:3])[CH3:2].CO[C:20]([CH3:22])=[CH2:21]. The catalyst is CC(C)=O.B(F)(F)F.CCOCC. The yield is 0.900. The product is [CH3:15][O:14][C:12](=[O:13])[CH2:11][CH2:10][C@H:9]1[CH2:16][O:17][C:20]([CH3:22])([CH3:21])[N:8]1[C:6]([O:5][C:1]([CH3:2])([CH3:4])[CH3:3])=[O:7]. (7) The reactants are Cl[C:2]1[CH:3]=[CH:4][N:5]2[C:10]([C:11]=1[CH3:12])=[C:9]([CH:13]1[CH2:15][CH2:14]1)[CH:8]=[C:7]([C:16]([O:18][CH3:19])=[O:17])[C:6]2=[O:20].[CH3:21][O:22][C:23]1[CH:29]=[C:28](B2OC(C)(C)C(C)(C)O2)[CH:27]=[CH:26][C:24]=1[NH2:25]. No catalyst specified. The product is [NH2:25][C:24]1[CH:26]=[CH:27][C:28]([C:2]2[CH:3]=[CH:4][N:5]3[C:10]([C:11]=2[CH3:12])=[C:9]([CH:13]2[CH2:15][CH2:14]2)[CH:8]=[C:7]([C:16]([O:18][CH3:19])=[O:17])[C:6]3=[O:20])=[CH:29][C:23]=1[O:22][CH3:21]. The yield is 0.400. (8) The reactants are C(N(CC)CC)C.[NH2:8][C:9]1[CH:14]=[CH:13][CH:12]=[CH:11][C:10]=1[NH:15][S:16]([CH3:19])(=[O:18])=[O:17].[CH3:20][CH:21]([S:23]([NH:26][C@@H:27]1[CH2:35][C:34]2[C:29](=[CH:30][CH:31]=[C:32]([C:36](Cl)=[O:37])[CH:33]=2)[CH2:28]1)(=[O:25])=[O:24])[CH3:22].O. The catalyst is C(Cl)Cl. The product is [CH3:22][CH:21]([S:23]([NH:26][C@@H:27]1[CH2:35][C:34]2[C:29](=[CH:30][CH:31]=[C:32]([C:36]([NH:8][C:9]3[CH:14]=[CH:13][CH:12]=[CH:11][C:10]=3[NH:15][S:16]([CH3:19])(=[O:18])=[O:17])=[O:37])[CH:33]=2)[CH2:28]1)(=[O:25])=[O:24])[CH3:20]. The yield is 0.286.